Dataset: Catalyst prediction with 721,799 reactions and 888 catalyst types from USPTO. Task: Predict which catalyst facilitates the given reaction. (1) Reactant: [OH-].[Na+].Cl.[CH3:4][O:5][NH:6][CH3:7].CC1(C)[O:14][C:13](=[O:15])[CH2:12][C:11](=[O:16])O1.Cl. Product: [CH3:4][O:5][N:6]([CH3:7])[C:11](=[O:16])[CH2:12][C:13]([OH:14])=[O:15]. The catalyst class is: 6. (2) Reactant: [H-].[H-].[H-].[H-].[Li+].[Al+3].[CH3:7][C@@H:8]1[CH2:13][CH2:12][C@H:11]([O:14][C:15]2[C:16]([C:29]([F:32])([F:31])[F:30])=[C:17]3[C:22](=[CH:23][CH:24]=2)[C:21]([C:25](OC)=[O:26])=[CH:20][CH:19]=[CH:18]3)[CH2:10][CH2:9]1. Product: [CH3:7][C@@H:8]1[CH2:9][CH2:10][C@H:11]([O:14][C:15]2[C:16]([C:29]([F:30])([F:31])[F:32])=[C:17]3[C:22](=[CH:23][CH:24]=2)[C:21]([CH2:25][OH:26])=[CH:20][CH:19]=[CH:18]3)[CH2:12][CH2:13]1. The catalyst class is: 1. (3) Reactant: [NH2:1][C:2]1[N:10]=[CH:9][N:8]=[C:7]2[C:3]=1[N:4]=[CH:5][N:6]2[C@H:11]1[C@@H:15]2[O:16][C:17]([CH3:20])([CH3:19])[O:18][C@@H:14]2[C@@H:13]([CH2:21][N:22]([CH3:39])[CH2:23][CH2:24][C:25]([NH:28]C(=O)OCC2C=CC=CC=2)([CH3:27])[CH3:26])[O:12]1. Product: [NH2:1][C:2]1[N:10]=[CH:9][N:8]=[C:7]2[C:3]=1[N:4]=[CH:5][N:6]2[C@H:11]1[C@@H:15]2[O:16][C:17]([CH3:19])([CH3:20])[O:18][C@@H:14]2[C@@H:13]([CH2:21][N:22]([CH3:39])[CH2:23][CH2:24][C:25]([CH3:27])([NH2:28])[CH3:26])[O:12]1. The catalyst class is: 320. (4) Reactant: [CH:1]1([N:5]2[CH2:11][C:10]([F:13])([F:12])[C:9](=[O:14])[N:8]([CH3:15])[C:7]3[CH:16]=[N:17][C:18]([NH:20][C:21]4[CH:29]=[CH:28][C:24]([C:25]([OH:27])=O)=[CH:23][C:22]=4[O:30][CH3:31])=[N:19][C:6]2=3)[CH2:4][CH2:3][CH2:2]1.[CH2:32]([N:34](CC)CC)C.F[P-](F)(F)(F)(F)F.CN(C(N(C)C)=[N+]1C2C(=NC=CC=2)[N+]([O-])=N1)C.Cl.CN. Product: [CH:1]1([N:5]2[CH2:11][C:10]([F:13])([F:12])[C:9](=[O:14])[N:8]([CH3:15])[C:7]3[CH:16]=[N:17][C:18]([NH:20][C:21]4[CH:29]=[CH:28][C:24]([C:25]([NH:34][CH3:32])=[O:27])=[CH:23][C:22]=4[O:30][CH3:31])=[N:19][C:6]2=3)[CH2:4][CH2:3][CH2:2]1. The catalyst class is: 434.